Dataset: Full USPTO retrosynthesis dataset with 1.9M reactions from patents (1976-2016). Task: Predict the reactants needed to synthesize the given product. (1) Given the product [CH3:25][S:26]([N:8]1[C:9]2[C:5](=[CH:4][C:3]([C:2]([F:23])([F:1])[F:24])=[CH:11][CH:10]=2)[C:6]([N:12]2[C:20](=[O:21])[C:19]3[C:14](=[CH:15][CH:16]=[CH:17][CH:18]=3)[C:13]2=[O:22])=[N:7]1)(=[O:28])=[O:27], predict the reactants needed to synthesize it. The reactants are: [F:1][C:2]([F:24])([F:23])[C:3]1[CH:4]=[C:5]2[C:9](=[CH:10][CH:11]=1)[NH:8][N:7]=[C:6]2[N:12]1[C:20](=[O:21])[C:19]2[C:14](=[CH:15][CH:16]=[CH:17][CH:18]=2)[C:13]1=[O:22].[CH3:25][S:26](Cl)(=[O:28])=[O:27]. (2) Given the product [CH2:12]([N:11]1[CH2:10][CH:3]([CH3:4])[CH:2]([C:1]([O:6][CH2:7][CH3:24])=[O:5])[CH2:19]1)[C:13]1[CH:14]=[CH:15][CH:16]=[CH:17][CH:18]=1, predict the reactants needed to synthesize it. The reactants are: [C:1]([O:6][CH3:7])(=[O:5])/[CH:2]=[CH:3]/[CH3:4].CO[CH2:10][N:11]([CH2:19][Si](C)(C)C)[CH2:12][C:13]1[CH:18]=[CH:17][CH:16]=[CH:15][CH:14]=1.[C:24](O)(C(F)(F)F)=O. (3) Given the product [CH3:23][C:2]1[CH:3]=[C:4]2[C:8](=[CH:9][CH:10]=1)[NH:7][C:6]([C:11]([NH2:13])=[O:12])=[C:5]2[S:14]([N:17]1[CH2:22][CH2:21][O:20][CH2:19][CH2:18]1)(=[O:16])=[O:15], predict the reactants needed to synthesize it. The reactants are: Br[C:2]1[CH:3]=[C:4]2[C:8](=[CH:9][CH:10]=1)[NH:7][C:6]([C:11]([NH2:13])=[O:12])=[C:5]2[S:14]([N:17]1[CH2:22][CH2:21][O:20][CH2:19][CH2:18]1)(=[O:16])=[O:15].[CH3:23][Sn](C)(C)C.CN(C=O)C.